Dataset: Catalyst prediction with 721,799 reactions and 888 catalyst types from USPTO. Task: Predict which catalyst facilitates the given reaction. (1) Reactant: C(OC(=O)[NH:7][CH2:8][CH2:9][C:10]1[CH:15]=[CH:14][C:13]([O:16][CH2:17][CH3:18])=[C:12]([O:19][CH2:20][CH3:21])[CH:11]=1)(C)(C)C.C(O)(C(F)(F)F)=O.[OH-].[Na+]. Product: [CH2:20]([O:19][C:12]1[CH:11]=[C:10]([CH2:9][CH2:8][NH2:7])[CH:15]=[CH:14][C:13]=1[O:16][CH2:17][CH3:18])[CH3:21]. The catalyst class is: 2. (2) Reactant: [CH3:1][O:2][C:3]1[C:4]([CH3:22])=[C:5]([C:10]2[C:19]3[C:14](=[CH:15][CH:16]=[CH:17][CH:18]=3)[C:13]([CH:20]=O)=[CH:12][N:11]=2)[C:6]([CH3:9])=[CH:7][CH:8]=1.[NH:23]1[C:27]2C=CC=C[C:26]=2N=N1.CCO.[CH2:35]([Mg]Cl)[CH2:36][CH3:37].[C:40]1([CH3:46])[CH:45]=[CH:44][CH:43]=[CH:42][CH:41]=1. Product: [CH2:46]([N:23]([CH2:27][CH3:26])[CH:20]([C:13]1[C:14]2[C:19](=[CH:18][CH:17]=[CH:16][CH:15]=2)[C:10]([C:5]2[C:6]([CH3:9])=[CH:7][CH:8]=[C:3]([O:2][CH3:1])[C:4]=2[CH3:22])=[N:11][CH:12]=1)[CH2:35][CH2:36][CH3:37])[C:40]1[CH:45]=[CH:44][CH:43]=[CH:42][CH:41]=1. The catalyst class is: 6. (3) Reactant: [C:1]([N:8]1[CH2:14][CH2:13][CH2:12][NH:11][CH2:10][CH2:9]1)([O:3][C:4]([CH3:7])([CH3:6])[CH3:5])=[O:2].Br[C:16]1[CH:17]=[C:18]([N+:22]([O-:24])=[O:23])[CH:19]=[CH:20][CH:21]=1.C(=O)([O-])[O-].[Cs+].[Cs+].O. Product: [N+:22]([C:18]1[CH:17]=[C:16]([N:11]2[CH2:12][CH2:13][CH2:14][N:8]([C:1]([O:3][C:4]([CH3:7])([CH3:6])[CH3:5])=[O:2])[CH2:9][CH2:10]2)[CH:21]=[CH:20][CH:19]=1)([O-:24])=[O:23]. The catalyst class is: 155. (4) Reactant: [CH2:1]([S:8][C:9]1[S:13][C:12]([NH2:14])=[N:11][N:10]=1)[C:2]1[CH:7]=[CH:6][CH:5]=[CH:4][CH:3]=1.Cl[CH2:16][CH:17]=O. Product: [CH2:1]([S:8][C:9]1[S:13][C:12]2=[N:14][CH:16]=[CH:17][N:11]2[N:10]=1)[C:2]1[CH:3]=[CH:4][CH:5]=[CH:6][CH:7]=1. The catalyst class is: 548. (5) Reactant: [CH3:1][C:2]1([CH3:17])[C:6](=[O:7])[C:5]2[C:8]([CH3:16])=[C:9]([N+:13]([O-])=O)[CH:10]=[C:11]([CH3:12])[C:4]=2[O:3]1. Product: [NH2:13][C:9]1[CH:10]=[C:11]([CH3:12])[C:4]2[O:3][C:2]([CH3:1])([CH3:17])[C:6](=[O:7])[C:5]=2[C:8]=1[CH3:16]. The catalyst class is: 175.